Dataset: Catalyst prediction with 721,799 reactions and 888 catalyst types from USPTO. Task: Predict which catalyst facilitates the given reaction. (1) Reactant: Cl.Cl[C:3]1[CH:8]=[CH:7][N:6]=[CH:5][CH:4]=1.[Br:9][C:10]1[CH:18]=[C:17]2[C:13]([CH:14]=[CH:15][NH:16]2)=[CH:12][CH:11]=1.C(=O)([O-])[O-].[Cs+].[Cs+]. Product: [Br:9][C:10]1[CH:18]=[C:17]2[C:13]([CH:14]=[CH:15][N:16]2[C:3]2[CH:8]=[CH:7][N:6]=[CH:5][CH:4]=2)=[CH:12][CH:11]=1. The catalyst class is: 3. (2) Reactant: [F:1][C:2]([F:37])([F:36])[C:3]1[CH:4]=[C:5]([CH:29]=[C:30]([C:32]([F:35])([F:34])[F:33])[CH:31]=1)[CH2:6][O:7][CH2:8][CH:9]([N:16]1[CH2:21][CH2:20][N:19]([CH2:22][CH2:23][O:24][CH2:25][C:26]([OH:28])=[O:27])[CH2:18][CH2:17]1)[C:10]1[CH:15]=[CH:14][CH:13]=[CH:12][CH:11]=1.[CH2:38](O)[CH:39]([CH3:41])[CH3:40].CCN=C=NCCCN(C)C. Product: [CH2:38]([O:27][C:26](=[O:28])[CH2:25][O:24][CH2:23][CH2:22][N:19]1[CH2:18][CH2:17][N:16]([CH:9]([C:10]2[CH:15]=[CH:14][CH:13]=[CH:12][CH:11]=2)[CH2:8][O:7][CH2:6][C:5]2[CH:29]=[C:30]([C:32]([F:33])([F:34])[F:35])[CH:31]=[C:3]([C:2]([F:1])([F:36])[F:37])[CH:4]=2)[CH2:21][CH2:20]1)[CH:39]([CH3:41])[CH3:40]. The catalyst class is: 230. (3) Reactant: Cl.[CH2:2]([NH:9][C:10]1[C:11]2[CH2:31][N:30](C(OC(C)(C)C)=O)[CH2:29][CH2:28][C:12]=2[N:13]=[C:14]([NH:16][C:17]2[CH:22]=[CH:21][C:20]([C:23]3[O:27][CH:26]=[N:25][CH:24]=3)=[CH:19][CH:18]=2)[N:15]=1)[C:3]1[CH:8]=[CH:7][CH:6]=[CH:5][CH:4]=1. Product: [CH2:2]([NH:9][C:10]1[C:11]2[CH2:31][NH:30][CH2:29][CH2:28][C:12]=2[N:13]=[C:14]([NH:16][C:17]2[CH:18]=[CH:19][C:20]([C:23]3[O:27][CH:26]=[N:25][CH:24]=3)=[CH:21][CH:22]=2)[N:15]=1)[C:3]1[CH:4]=[CH:5][CH:6]=[CH:7][CH:8]=1. The catalyst class is: 5. (4) Reactant: [CH3:1][C:2]1[N:7]=[CH:6][C:5]([C:8]([N:10]2[CH2:15][CH2:14][NH:13][CH2:12][CH2:11]2)=[O:9])=[CH:4][CH:3]=1.[F:16][C:17]([F:30])([F:29])[O:18][C:19]1[CH:24]=[CH:23][C:22]([S:25](Cl)(=[O:27])=[O:26])=[CH:21][CH:20]=1.CCN(C(C)C)C(C)C. Product: [CH3:1][C:2]1[N:7]=[CH:6][C:5]([C:8]([N:10]2[CH2:15][CH2:14][N:13]([S:25]([C:22]3[CH:21]=[CH:20][C:19]([O:18][C:17]([F:16])([F:29])[F:30])=[CH:24][CH:23]=3)(=[O:27])=[O:26])[CH2:12][CH2:11]2)=[O:9])=[CH:4][CH:3]=1. The catalyst class is: 3. (5) Reactant: [C:1]([O:4][C:5]1[CH:6]=[C:7]2[C:12](=[CH:13][C:14]=1[O:15][CH3:16])[N:11]=[CH:10][N:9]=[C:8]2[Cl:17])(=[O:3])[CH3:2].[C:18]([C:20]1[CH:21]=[C:22]([CH:24]=[CH:25][CH:26]=1)[NH2:23])#[CH:19]. Product: [ClH:17].[C:1]([O:4][C:5]1[CH:6]=[C:7]2[C:12](=[CH:13][C:14]=1[O:15][CH3:16])[N:11]=[CH:10][N:9]=[C:8]2[NH:23][C:22]1[CH:24]=[CH:25][CH:26]=[C:20]([C:18]#[CH:19])[CH:21]=1)(=[O:3])[CH3:2]. The catalyst class is: 22. (6) Reactant: [Br:1][C:2]1[CH:9]=[CH:8][C:5]([CH2:6]Br)=[CH:4][CH:3]=1.[O:10]1[CH2:14][C:13](=[O:15])[NH:12][C:11]1=[O:16].CN(C)C(N(C)C)=N.C(OCC)(=O)C. Product: [Br:1][C:2]1[CH:9]=[CH:8][C:5]([CH2:6][N:12]2[C:13](=[O:15])[CH2:14][O:10][C:11]2=[O:16])=[CH:4][CH:3]=1. The catalyst class is: 7.